Dataset: Reaction yield outcomes from USPTO patents with 853,638 reactions. Task: Predict the reaction yield, written as a fraction of the theoretical maximum amount of product (1.0 means a 100% yield; for example, 0.34 means a 34% yield). The reactants are [CH3:1][N:2]([C:11]1[CH:12]=[CH:13][CH:14]=[C:15]2[C:19]=1[NH:18][C:17]([C:20]1[S:21][C:22]3([CH2:29][CH2:28][NH:27][CH2:26][CH2:25]3)[CH2:23][N:24]=1)=[CH:16]2)[S:3]([C:6]1[S:7][CH:8]=[CH:9][CH:10]=1)(=[O:5])=[O:4].[CH:30](=O)[CH3:31].C(O[BH-](OC(=O)C)OC(=O)C)(=O)C.[Na+].O. The catalyst is O1CCCC1. The product is [CH2:30]([N:27]1[CH2:28][CH2:29][C:22]2([S:21][C:20]([C:17]3[NH:18][C:19]4[C:15]([CH:16]=3)=[CH:14][CH:13]=[CH:12][C:11]=4[N:2]([CH3:1])[S:3]([C:6]3[S:7][CH:8]=[CH:9][CH:10]=3)(=[O:4])=[O:5])=[N:24][CH2:23]2)[CH2:25][CH2:26]1)[CH3:31]. The yield is 0.800.